Binary Classification. Given a drug SMILES string, predict its activity (active/inactive) in a high-throughput screening assay against a specified biological target. From a dataset of HIV replication inhibition screening data with 41,000+ compounds from the AIDS Antiviral Screen. (1) The molecule is O=C(Nc1cccc(NC(=O)c2cc(=O)c3ccccc3o2)n1)c1cc(=O)c2ccccc2o1. The result is 0 (inactive). (2) The molecule is O=C1C2=C(C=Cc3ccccc3)OCCC2=NN1c1ccccc1. The result is 0 (inactive). (3) The molecule is CC1=CC(C)(C)N=C2SC(c3ccc(Cl)cc3)=NN12. The result is 0 (inactive). (4) The compound is Cc1ccc(C)c(NC(=O)CCC(=NNC(=O)c2c(O)ccc3ccccc23)C(C)C(=O)c2ccc(O)cc2)c1. The result is 1 (active). (5) The result is 0 (inactive). The molecule is Cc1cc(N(CCC#N)CCC#N)ccc1C(N=Nc1ccc([N+](=O)[O-])cc1)=NNC(=O)c1cc(Cl)ccc1O. (6) The compound is CCOC(=O)c1cn2c(n1)sc1cccc(C)c12. The result is 0 (inactive). (7) The drug is CC(C)n1nnnc1-c1ccccc1. The result is 0 (inactive).